From a dataset of Peptide-MHC class I binding affinity with 185,985 pairs from IEDB/IMGT. Regression. Given a peptide amino acid sequence and an MHC pseudo amino acid sequence, predict their binding affinity value. This is MHC class I binding data. (1) The peptide sequence is LFTEQAFYT. The MHC is HLA-A24:02 with pseudo-sequence HLA-A24:02. The binding affinity (normalized) is 0. (2) The peptide sequence is RVRLSMLTV. The MHC is HLA-B44:02 with pseudo-sequence HLA-B44:02. The binding affinity (normalized) is 0.0847. (3) The peptide sequence is RPTAPSSGR. The MHC is Mamu-A2201 with pseudo-sequence Mamu-A2201. The binding affinity (normalized) is 0.00225. (4) The peptide sequence is KLESMGIYQI. The MHC is HLA-A02:01 with pseudo-sequence HLA-A02:01. The binding affinity (normalized) is 0.439. (5) The peptide sequence is FLHESDPMV. The MHC is HLA-A02:03 with pseudo-sequence HLA-A02:03. The binding affinity (normalized) is 1.00.